The task is: Predict the product of the given reaction.. This data is from Forward reaction prediction with 1.9M reactions from USPTO patents (1976-2016). (1) Given the reactants [C:1]([CH:3]=[C:4]1[CH2:7][CH:6]([C:8]#[N:9])[CH2:5]1)#[N:2].[NH:10]1[CH:14]=[C:13]([C:15]2[C:16]3[CH:23]=[CH:22][N:21]([CH2:24][O:25][CH2:26][CH2:27][Si:28]([CH3:31])([CH3:30])[CH3:29])[C:17]=3[N:18]=[CH:19][N:20]=2)[CH:12]=[N:11]1.C(#N)C.N12CCCN=C1CCCCC2, predict the reaction product. The product is: [C:1]([CH2:3][C:4]1([N:10]2[CH:14]=[C:13]([C:15]3[C:16]4[CH:23]=[CH:22][N:21]([CH2:24][O:25][CH2:26][CH2:27][Si:28]([CH3:31])([CH3:30])[CH3:29])[C:17]=4[N:18]=[CH:19][N:20]=3)[CH:12]=[N:11]2)[CH2:7][CH:6]([C:8]#[N:9])[CH2:5]1)#[N:2]. (2) Given the reactants Br[C:2]1[CH:3]=[C:4]2[C:9](=[CH:10][CH:11]=1)[C:8](=[O:12])[NH:7][CH2:6][CH2:5]2.[B:13]1([B:13]2[O:17][C:16]([CH3:19])([CH3:18])[C:15]([CH3:21])([CH3:20])[O:14]2)[O:17][C:16]([CH3:19])([CH3:18])[C:15]([CH3:21])([CH3:20])[O:14]1, predict the reaction product. The product is: [CH3:20][C:15]1([CH3:21])[C:16]([CH3:19])([CH3:18])[O:17][B:13]([C:2]2[CH:3]=[C:4]3[C:9](=[CH:10][CH:11]=2)[C:8](=[O:12])[NH:7][CH2:6][CH2:5]3)[O:14]1. (3) Given the reactants [CH3:1][O:2][C:3]1[CH:4]=[C:5]([CH:7]=[CH:8][C:9]=1OC)[NH2:6].C[O:13]C1C=C(C=CC=1)N.[C:21](#N)[C:22]1[CH:27]=[CH:26][CH:25]=[CH:24][CH:23]=1, predict the reaction product. The product is: [NH2:6][C:5]1[CH:4]=[C:3]([O:2][CH3:1])[CH:9]=[CH:8][C:7]=1[C:21]([C:22]1[CH:27]=[CH:26][CH:25]=[CH:24][CH:23]=1)=[O:13].